From a dataset of Forward reaction prediction with 1.9M reactions from USPTO patents (1976-2016). Predict the product of the given reaction. (1) Given the reactants [OH:1][C:2]1[CH:3]=[CH:4][C:5]2[C:17](=[O:18])[C:16]3[C:15]4[C:10](=[CH:11][C:12]([C:19]#[N:20])=[CH:13][CH:14]=4)[NH:9][C:8]=3[C:7]([CH3:22])([CH3:21])[C:6]=2[CH:23]=1.Br[C:25]1[N:30]=[CH:29][CH:28]=[CH:27][N:26]=1, predict the reaction product. The product is: [CH3:22][C:7]1([CH3:21])[C:8]2[NH:9][C:10]3[C:15](=[CH:14][CH:13]=[C:12]([C:19]#[N:20])[CH:11]=3)[C:16]=2[C:17](=[O:18])[C:5]2[CH:4]=[CH:3][C:2]([O:1][C:25]3[N:30]=[CH:29][CH:28]=[CH:27][N:26]=3)=[CH:23][C:6]1=2. (2) Given the reactants [CH3:1][C:2]1[C:7]2[CH2:8][CH2:9][CH:10]([C:14]([OH:16])=O)[CH2:11][C:12](=[O:13])[C:6]=2[CH:5]=[CH:4][CH:3]=1.C(Cl)(=O)C(Cl)=O.Cl.[Cl:24][C:25]1[CH:30]=[CH:29][CH:28]=[C:27]([Cl:31])[C:26]=1[CH:32]1[CH2:37][CH2:36][NH:35][CH2:34][CH2:33]1.C(N(CC)CC)C, predict the reaction product. The product is: [CH3:1][C:2]1[C:7]2[CH2:8][CH2:9][CH:10]([C:14]([N:35]3[CH2:34][CH2:33][CH:32]([C:26]4[C:25]([Cl:24])=[CH:30][CH:29]=[CH:28][C:27]=4[Cl:31])[CH2:37][CH2:36]3)=[O:16])[CH2:11][C:12](=[O:13])[C:6]=2[CH:5]=[CH:4][CH:3]=1. (3) Given the reactants Cl.O1CCOCC1.C(OC([N:15]1[CH2:20][CH2:19][N:18]([S:21]([C:24]2[CH:29]=[CH:28][C:27]([CH:30]3[CH2:32][CH2:31]3)=[CH:26][CH:25]=2)(=[O:23])=[O:22])[C@@H:17]([C:33](=[O:47])[NH:34][CH2:35][C:36]2[CH:41]=[CH:40][C:39]([O:42][C:43]([F:46])([F:45])[F:44])=[CH:38][CH:37]=2)[CH2:16]1)=O)(C)(C)C, predict the reaction product. The product is: [F:46][C:43]([F:44])([F:45])[O:42][C:39]1[CH:40]=[CH:41][C:36]([CH2:35][NH:34][C:33]([C@H:17]2[CH2:16][NH:15][CH2:20][CH2:19][N:18]2[S:21]([C:24]2[CH:29]=[CH:28][C:27]([CH:30]3[CH2:31][CH2:32]3)=[CH:26][CH:25]=2)(=[O:22])=[O:23])=[O:47])=[CH:37][CH:38]=1. (4) Given the reactants [CH3:1][C:2]([C:7]1[S:11][C:10]([NH:12][C:13](=[O:30])[CH:14]([NH:18][C:19](=[O:29])[CH2:20][C:21]2[CH:26]=[C:25]([F:27])[CH:24]=[C:23]([F:28])[CH:22]=2)[CH2:15][CH2:16][CH3:17])=[N:9][N:8]=1)([CH3:6])[CH2:3][CH:4]=O.[CH:31]([NH2:34])([CH3:33])[CH3:32].C(O[BH-](OC(=O)C)OC(=O)C)(=O)C.[Na+], predict the reaction product. The product is: [CH:31]([NH:34][CH2:4][CH2:3][C:2]([C:7]1[S:11][C:10]([NH:12][C:13](=[O:30])[CH:14]([NH:18][C:19](=[O:29])[CH2:20][C:21]2[CH:26]=[C:25]([F:27])[CH:24]=[C:23]([F:28])[CH:22]=2)[CH2:15][CH2:16][CH3:17])=[N:9][N:8]=1)([CH3:6])[CH3:1])([CH3:33])[CH3:32]. (5) Given the reactants I[C:2]1[C:10]2[CH:9]=[N:8][CH:7]=[N:6][C:5]=2[N:4]([CH2:11][O:12][CH2:13][CH2:14][Si:15]([CH3:18])([CH3:17])[CH3:16])[CH:3]=1.[C:19]1([C:25](=[N:32][C:33]2[CH:34]=[C:35]([CH:42]=[CH:43][N:44]=2)[C:36](N(OC)C)=[O:37])[C:26]2[CH:31]=[CH:30][CH:29]=[CH:28][CH:27]=2)[CH:24]=[CH:23][CH:22]=[CH:21][CH:20]=1, predict the reaction product. The product is: [C:19]1([C:25](=[N:32][C:33]2[CH:34]=[C:35]([C:36]([C:2]3[C:10]4[CH:9]=[N:8][CH:7]=[N:6][C:5]=4[N:4]([CH2:11][O:12][CH2:13][CH2:14][Si:15]([CH3:18])([CH3:17])[CH3:16])[CH:3]=3)=[O:37])[CH:42]=[CH:43][N:44]=2)[C:26]2[CH:31]=[CH:30][CH:29]=[CH:28][CH:27]=2)[CH:20]=[CH:21][CH:22]=[CH:23][CH:24]=1. (6) Given the reactants [C:1]([N:4]1[C:13]2[C:8](=[CH:9][C:10]([C:14]#[N:15])=[CH:11][CH:12]=2)[C@H:7]([NH:16][C:17]2[CH:22]=[CH:21][CH:20]=[CH:19][C:18]=2[N+:23]([O-])=O)[C@@H:6]([CH3:26])[C@@H:5]1[CH:27]1[CH2:29][CH2:28]1)(=[O:3])[CH3:2].[Cl-].[NH4+], predict the reaction product. The product is: [C:1]([N:4]1[C:13]2[C:8](=[CH:9][C:10]([C:14]#[N:15])=[CH:11][CH:12]=2)[C@H:7]([NH:16][C:17]2[CH:22]=[CH:21][CH:20]=[CH:19][C:18]=2[NH2:23])[C@@H:6]([CH3:26])[C@@H:5]1[CH:27]1[CH2:29][CH2:28]1)(=[O:3])[CH3:2]. (7) The product is: [F:28][C:29]([F:34])([F:33])[C:30]([OH:32])=[O:31].[F:28][C:29]([F:34])([F:33])[C:30]([OH:32])=[O:31].[N:9]1([CH2:8][C:7]2[CH:6]=[C:5]([CH:24]=[CH:23][CH:22]=2)[C:3]([O:2][CH3:1])=[O:4])[CH2:14][CH2:13][NH:12][CH2:11][CH2:10]1. Given the reactants [CH3:1][O:2][C:3]([C:5]1[CH:6]=[C:7]([CH:22]=[CH:23][CH:24]=1)[CH2:8][N:9]1[CH2:14][CH2:13][N:12](C(OC(C)(C)C)=O)[CH2:11][CH2:10]1)=[O:4].ClCCl.[F:28][C:29]([F:34])([F:33])[C:30]([OH:32])=[O:31], predict the reaction product. (8) Given the reactants C(O[C:6]([N:8]1[C:21]2[C:13](=[CH:14][C:15]3[O:16][C:17]([F:23])([F:22])[O:18][C:19]=3[CH:20]=2)[C@@H:12]([N:24](C(=O)C)[CH2:25][C:26]2[CH:31]=[C:30]([C:32]([F:35])([F:34])[F:33])[CH:29]=C(C(F)(F)F)[CH:27]=2)[CH2:11][CH2:10][CH2:9]1)=O)(C)(C)C.[F:43][C:44]([F:49])([F:48])[C:45](O)=O.[C:50](O)(=O)[CH3:51].C(O[BH-](O[C:64](=O)[CH3:65])OC(=O)C)(=O)C.[Na+].[CH2:68](Cl)Cl, predict the reaction product. The product is: [F:43][C:44]([F:49])([F:48])[C:45]1[CH:27]=[C:26]([CH:31]=[C:30]([C:32]([F:35])([F:33])[F:34])[CH:29]=1)[CH2:25][NH:24][C@@H:12]1[C:13]2=[CH:14][C:15]3[O:16][C:17]([F:23])([F:22])[O:18][C:19]=3[CH:20]=[C:21]2[N:8]([CH2:6][CH:51]2[CH2:50][CH2:65][CH2:64][CH2:68]2)[CH2:9][CH2:10][CH2:11]1. (9) Given the reactants [CH2:1]([O:8][C:9]1[CH:17]=[CH:16][C:12]([C:13]([OH:15])=O)=[CH:11][CH:10]=1)[CH2:2][CH2:3][CH2:4][CH2:5][CH2:6][CH3:7].C(Cl)(=O)C(Cl)=O.[NH:24]([C:26]([O:28][C:29]([CH3:32])([CH3:31])[CH3:30])=[O:27])[NH2:25].CCN(C(C)C)C(C)C.Cl, predict the reaction product. The product is: [CH2:1]([O:8][C:9]1[CH:10]=[CH:11][C:12]([C:13]([NH:25][NH:24][C:26]([O:28][C:29]([CH3:32])([CH3:31])[CH3:30])=[O:27])=[O:15])=[CH:16][CH:17]=1)[CH2:2][CH2:3][CH2:4][CH2:5][CH2:6][CH3:7]. (10) Given the reactants [CH:1]([C:4]1[CH:9]=[CH:8][C:7]([CH:10]2[C:14]3[C:15]([CH3:34])=[C:16]([NH:21][C:22]([C:24]4[CH:33]=[CH:32][C:27]([C:28]([O:30]C)=[O:29])=[CH:26][CH:25]=4)=[O:23])[C:17]([CH3:20])=[C:18]([CH3:19])[C:13]=3[O:12][C:11]2([CH3:36])[CH3:35])=[CH:6][CH:5]=1)([CH3:3])[CH3:2].O1CCCC1.[OH-].[Na+], predict the reaction product. The product is: [CH:1]([C:4]1[CH:5]=[CH:6][C:7]([CH:10]2[C:14]3[C:15]([CH3:34])=[C:16]([NH:21][C:22]([C:24]4[CH:25]=[CH:26][C:27]([C:28]([OH:30])=[O:29])=[CH:32][CH:33]=4)=[O:23])[C:17]([CH3:20])=[C:18]([CH3:19])[C:13]=3[O:12][C:11]2([CH3:36])[CH3:35])=[CH:8][CH:9]=1)([CH3:3])[CH3:2].